From a dataset of Catalyst prediction with 721,799 reactions and 888 catalyst types from USPTO. Predict which catalyst facilitates the given reaction. (1) Reactant: [F:1][C:2]1[CH:7]=[C:6]([C:8]2[CH:13]=[CH:12][C:11]([F:14])=[CH:10][CH:9]=2)[CH:5]=[C:4]([O:15][CH3:16])[C:3]=1[C:17]1[C:18](=[O:24])[CH2:19][CH2:20][C:21]=1[O:22][CH3:23].C[Si]([N-][Si](C)(C)C)(C)C.[K+].Br[CH2:36][C:37]#[CH:38]. Product: [F:1][C:2]1[CH:7]=[C:6]([C:8]2[CH:9]=[CH:10][C:11]([F:14])=[CH:12][CH:13]=2)[CH:5]=[C:4]([O:15][CH3:16])[C:3]=1[C:17]1[C:18](=[O:24])[CH:19]([CH2:38][C:37]#[CH:36])[CH2:20][C:21]=1[O:22][CH3:23]. The catalyst class is: 7. (2) Reactant: [CH3:1][C:2]1[CH:10]=[C:9]2[C:5]([C:6]([C:11]3[N:12]=[C:13]4[C:19]([C:20]([OH:22])=O)=[CH:18][NH:17][C:14]4=[N:15][CH:16]=3)=[N:7][NH:8]2)=[CH:4][CH:3]=1.CCN(C(C)C)C(C)C.CCN=C=NCCCN(C)C.Cl.[NH2:44][C:45]1([C:48]#[N:49])[CH2:47][CH2:46]1. Product: [C:48]([C:45]1([NH:44][C:20]([C:19]2[C:13]3[C:14](=[N:15][CH:16]=[C:11]([C:6]4[C:5]5[C:9](=[CH:10][C:2]([CH3:1])=[CH:3][CH:4]=5)[NH:8][N:7]=4)[N:12]=3)[NH:17][CH:18]=2)=[O:22])[CH2:47][CH2:46]1)#[N:49]. The catalyst class is: 792. (3) Reactant: [NH2:1][C:2]1[N:11]=[C:10]([NH2:12])[C:9]2[C:4](=[CH:5][CH:6]=[C:7]([CH2:13]Br)[CH:8]=2)[N:3]=1.[I:15][C:16]1[CH:17]=[C:18]([CH:22]=[CH:23][CH:24]=1)[C:19]([OH:21])=[O:20].C(=O)([O-])[O-].[K+].[K+]. Product: [I:15][C:16]1[CH:17]=[C:18]([CH:22]=[CH:23][CH:24]=1)[C:19]([O:21][CH2:13][C:7]1[CH:8]=[C:9]2[C:4](=[CH:5][CH:6]=1)[N:3]=[C:2]([NH2:1])[N:11]=[C:10]2[NH2:12])=[O:20]. The catalyst class is: 3. (4) Reactant: CN(C(ON1N=NC2C=CC=NC1=2)=[N+](C)C)C.F[P-](F)(F)(F)(F)F.[NH2:25][CH2:26][C@H:27]([OH:29])[CH3:28].[CH2:30]([N:32]([CH2:55][C:56](O)=[O:57])[C:33]([C:35]1[CH:36]=[C:37]2[C:45](=[CH:46][CH:47]=1)[N:44]([CH3:48])[C:43]1[CH2:42][CH2:41][CH:40]([CH:49]3[CH2:54][CH2:53][O:52][CH2:51][CH2:50]3)[CH2:39][C:38]2=1)=[O:34])[CH3:31]. The catalyst class is: 3. Product: [CH2:30]([N:32]([CH2:55][C:56]([NH:25][CH2:26][C@H:27]([OH:29])[CH3:28])=[O:57])[C:33]([C:35]1[CH:36]=[C:37]2[C:45](=[CH:46][CH:47]=1)[N:44]([CH3:48])[C:43]1[CH2:42][CH2:41][CH:40]([CH:49]3[CH2:54][CH2:53][O:52][CH2:51][CH2:50]3)[CH2:39][C:38]2=1)=[O:34])[CH3:31]. (5) Reactant: C(N(CC)[C:4](=[O:14])[C:5]1[CH:10]=[CH:9][C:8]([CH3:11])=[CH:7][C:6]=1[CH:12]=[O:13])C.CCCCCC.C(OCC)(=[O:25])C. Product: [OH:25][CH:12]1[C:6]2[C:5](=[CH:10][CH:9]=[C:8]([CH3:11])[CH:7]=2)[C:4](=[O:14])[O:13]1. The catalyst class is: 126. (6) Reactant: [Cl:1][C:2]1[N:3]=[CH:4][N:5]([CH2:8][C:9]([OH:11])=O)[C:6]=1[Cl:7].[NH2:12][C:13]1[CH:14]=[C:15]([C:19]([C:21]2[C:29]3[CH:28]=[N:27][CH:26]=[N:25][C:24]=3[N:23]([CH:30]([CH3:32])[CH3:31])[CH:22]=2)=[O:20])[CH:16]=[N:17][CH:18]=1.CN(C(ON1N=NC2C=CC=NC1=2)=[N+](C)C)C.F[P-](F)(F)(F)(F)F.CCN(C(C)C)C(C)C. Product: [Cl:1][C:2]1[N:3]=[CH:4][N:5]([CH2:8][C:9]([NH:12][C:13]2[CH:18]=[N:17][CH:16]=[C:15]([C:19]([C:21]3[C:29]4[CH:28]=[N:27][CH:26]=[N:25][C:24]=4[N:23]([CH:30]([CH3:32])[CH3:31])[CH:22]=3)=[O:20])[CH:14]=2)=[O:11])[C:6]=1[Cl:7]. The catalyst class is: 3.